This data is from NCI-60 drug combinations with 297,098 pairs across 59 cell lines. The task is: Regression. Given two drug SMILES strings and cell line genomic features, predict the synergy score measuring deviation from expected non-interaction effect. (1) Drug 1: C1=CC(=CC=C1CC(C(=O)O)N)N(CCCl)CCCl.Cl. Drug 2: C1C(C(OC1N2C=NC(=NC2=O)N)CO)O. Cell line: CAKI-1. Synergy scores: CSS=27.0, Synergy_ZIP=-8.65, Synergy_Bliss=-2.59, Synergy_Loewe=0.898, Synergy_HSA=2.12. (2) Drug 1: C(CN)CNCCSP(=O)(O)O. Drug 2: C1C(C(OC1N2C=NC3=C2NC=NCC3O)CO)O. Cell line: MDA-MB-231. Synergy scores: CSS=-0.763, Synergy_ZIP=0.120, Synergy_Bliss=1.77, Synergy_Loewe=-1.83, Synergy_HSA=-1.51.